From a dataset of Reaction yield outcomes from USPTO patents with 853,638 reactions. Predict the reaction yield, written as a fraction of the theoretical maximum amount of product (1.0 means a 100% yield; for example, 0.34 means a 34% yield). (1) The reactants are [OH:1][C:2]1[CH:9]=[CH:8][CH:7]=[C:6]([O:10][CH3:11])[C:3]=1[CH:4]=[O:5].C(N(CC)C(C)C)(C)C.[CH3:21][O:22][CH2:23]Cl. The catalyst is ClCCl.CN(C)C1C=CN=CC=1.C(OCC)(=O)C.Cl. The product is [CH3:11][O:10][C:6]1[C:3]([CH:4]=[O:5])=[C:2]([O:1][CH2:21][O:22][CH3:23])[CH:9]=[CH:8][CH:7]=1. The yield is 0.870. (2) The yield is 0.890. The reactants are [CH2:1]([O:3][CH2:4][CH2:5][O:6][C:7]1[CH:12]=[C:11]([CH3:13])[C:10]([C:14]2[CH:19]=[CH:18][CH:17]=[C:16]([CH2:20][NH:21][C:22]3[CH:27]=[CH:26][C:25]([CH2:28][CH2:29][C:30]([OH:32])=[O:31])=[C:24]([F:33])[CH:23]=3)[CH:15]=2)=[C:9]([CH3:34])[CH:8]=1)[CH3:2].O.[C:36]1([CH3:46])[CH:41]=[CH:40][C:39]([S:42]([OH:45])(=[O:44])=[O:43])=[CH:38][CH:37]=1. The catalyst is C(OCC)C.C(OCC)(=O)C. The product is [C:36]1([CH3:46])[CH:37]=[CH:38][C:39]([S:42]([OH:45])(=[O:43])=[O:44])=[CH:40][CH:41]=1.[CH2:1]([O:3][CH2:4][CH2:5][O:6][C:7]1[CH:12]=[C:11]([CH3:13])[C:10]([C:14]2[CH:19]=[CH:18][CH:17]=[C:16]([CH2:20][NH:21][C:22]3[CH:27]=[CH:26][C:25]([CH2:28][CH2:29][C:30]([OH:32])=[O:31])=[C:24]([F:33])[CH:23]=3)[CH:15]=2)=[C:9]([CH3:34])[CH:8]=1)[CH3:2]. (3) The yield is 0.880. The product is [CH2:10]([CH:4]([CH2:1][CH2:2][CH3:3])[CH2:5][CH2:6][CH2:7][CH:8]1[CH2:9][O:18]1)[CH2:11][CH3:12]. The reactants are [CH2:1]([CH:4]([CH2:10][CH2:11][CH3:12])[CH2:5][CH2:6][CH2:7][CH:8]=[CH2:9])[CH2:2][CH3:3].ClC1C=C(C=CC=1)C(OO)=[O:18]. The catalyst is ClCCl. (4) The yield is 0.650. No catalyst specified. The product is [Cl:13][C:12]1[C:3]2[CH2:2][N:26]([CH2:25][C:22]3[CH:23]=[N:24][C:19]([O:18][CH2:17][C:16]([F:28])([F:15])[F:27])=[CH:20][CH:21]=3)[C:5](=[O:7])[C:4]=2[CH:9]=[CH:10][N:11]=1. The reactants are Br[CH2:2][C:3]1[C:12]([Cl:13])=[N:11][CH:10]=[CH:9][C:4]=1[C:5]([O:7]C)=O.Cl.[F:15][C:16]([F:28])([F:27])[CH2:17][O:18][C:19]1[N:24]=[CH:23][C:22]([CH2:25][NH2:26])=[CH:21][CH:20]=1. (5) The reactants are [Si]([O:8][C@H:9]1[CH2:26][CH2:25][C@@:24]2([CH3:27])[CH:11]([C:12](=[O:29])[CH2:13][C@@H:14]3[C@@H:23]2[CH2:22][CH2:21][C@@:19]2([CH3:20])[C@H:15]3[CH2:16][CH2:17][C:18]2=[O:28])[CH2:10]1)(C(C)(C)C)(C)C. The catalyst is CCO.Cl. The product is [OH:8][C@H:9]1[CH2:26][CH2:25][C@@:24]2([CH3:27])[CH:11]([C:12](=[O:29])[CH2:13][C@@H:14]3[C@@H:23]2[CH2:22][CH2:21][C@@:19]2([CH3:20])[C@H:15]3[CH2:16][CH2:17][C:18]2=[O:28])[CH2:10]1. The yield is 0.860. (6) The reactants are [C:1]([O:5][C:6]([NH:8][C@@:9]([C:21](=[O:23])[NH2:22])([CH2:15][C:16](OCC)=[O:17])[C:10]([O:12][CH2:13][CH3:14])=[O:11])=[O:7])([CH3:4])([CH3:3])[CH3:2].C(=O)([O-])[O-].[K+].[K+].Cl. The catalyst is CC(C)=O.O. The product is [C:1]([O:5][C:6]([NH:8][C@:9]1([C:10]([O:12][CH2:13][CH3:14])=[O:11])[CH2:15][C:16](=[O:17])[NH:22][C:21]1=[O:23])=[O:7])([CH3:4])([CH3:3])[CH3:2]. The yield is 0.880. (7) The reactants are C([Li])CCC.C(NC(C)C)(C)C.[S:13]1[C:17]2[CH2:18][CH2:19][CH2:20][C:21](=[O:22])[C:16]=2[CH:15]=[CH:14]1.[CH3:23][O:24][C:25](C#N)=[O:26]. The catalyst is C1COCC1.O.CN(P(N(C)C)(N(C)C)=O)C. The product is [O:22]=[C:21]1[C:16]2[CH:15]=[CH:14][S:13][C:17]=2[CH2:18][CH2:19][CH:20]1[C:25]([O:24][CH3:23])=[O:26]. The yield is 0.560. (8) The reactants are [NH2:1][CH:2]1[CH2:5][N:4]([C:6]([C:8]2[CH:9]=[C:10]([CH:23]=[CH:24][C:25]=2[F:26])[CH2:11][C:12]2[C:21]3[C:16](=[CH:17][CH:18]=[CH:19][CH:20]=3)[C:15](=[O:22])[NH:14][N:13]=2)=[O:7])[CH2:3]1.[CH2:27]1[CH:31]2[CH2:32][C:33](=O)[CH:29]([CH2:30]2)[CH2:28]1.C(O[BH-](OC(=O)C)OC(=O)C)(=O)C.[Na+]. No catalyst specified. The product is [CH:29]12[CH2:30][CH:31]([CH2:32][CH2:33]1)[CH2:27][CH:28]2[NH:1][CH:2]1[CH2:3][N:4]([C:6]([C:8]2[CH:9]=[C:10]([CH:23]=[CH:24][C:25]=2[F:26])[CH2:11][C:12]2[C:21]3[C:16](=[CH:17][CH:18]=[CH:19][CH:20]=3)[C:15](=[O:22])[NH:14][N:13]=2)=[O:7])[CH2:5]1. The yield is 0.190.